From a dataset of Reaction yield outcomes from USPTO patents with 853,638 reactions. Predict the reaction yield, written as a fraction of the theoretical maximum amount of product (1.0 means a 100% yield; for example, 0.34 means a 34% yield). The yield is 0.630. No catalyst specified. The reactants are Cl[C:2]1[C:7]([CH2:8][C:9]2[CH:14]=[C:13]([O:15][CH3:16])[C:12]([O:17][CH3:18])=[CH:11][C:10]=2[CH:19]([CH3:21])[CH3:20])=[CH:6][N:5]=[C:4]([S:22][CH3:23])[N:3]=1.[CH2:24]([NH2:26])[CH3:25]. The product is [CH2:24]([NH:26][C:2]1[C:7]([CH2:8][C:9]2[CH:14]=[C:13]([O:15][CH3:16])[C:12]([O:17][CH3:18])=[CH:11][C:10]=2[CH:19]([CH3:21])[CH3:20])=[CH:6][N:5]=[C:4]([S:22][CH3:23])[N:3]=1)[CH3:25].